Dataset: Forward reaction prediction with 1.9M reactions from USPTO patents (1976-2016). Task: Predict the product of the given reaction. (1) Given the reactants Br[C:2]1[CH:3]=[C:4]([C:8]2[N:13]=[C:12]([C:14]3[CH:19]=[CH:18][C:17]([C:20]([F:23])([F:22])[F:21])=[C:16]([F:24])[CH:15]=3)[CH:11]=[C:10]([C:25]([F:28])([F:27])[F:26])[N:9]=2)[CH:5]=[CH:6][CH:7]=1.[NH2:29][C:30]1[CH:35]=[CH:34][C:33](B2OC(C)(C)C(C)(C)O2)=[CH:32][N:31]=1, predict the reaction product. The product is: [F:24][C:16]1[CH:15]=[C:14]([C:12]2[CH:11]=[C:10]([C:25]([F:28])([F:27])[F:26])[N:9]=[C:8]([C:4]3[CH:3]=[C:2]([C:33]4[CH:34]=[CH:35][C:30]([NH2:29])=[N:31][CH:32]=4)[CH:7]=[CH:6][CH:5]=3)[N:13]=2)[CH:19]=[CH:18][C:17]=1[C:20]([F:23])([F:22])[F:21]. (2) Given the reactants [NH2:1][C:2]([C:4]1[CH:5]=[N:6][C:7]2[C:12]([C:13]=1[NH:14][C:15]1[C:20]3[CH2:21][CH2:22][O:23][C:19]=3[CH:18]=[CH:17][CH:16]=1)=[CH:11][C:10]([C:24]([O:26]C)=[O:25])=[N:9][C:8]=2[CH3:28])=[O:3].O1CCC(N)CC1, predict the reaction product. The product is: [NH2:1][C:2]([C:4]1[CH:5]=[N:6][C:7]2[C:12]([C:13]=1[NH:14][C:15]1[C:20]3[CH2:21][CH2:22][O:23][C:19]=3[CH:18]=[CH:17][CH:16]=1)=[CH:11][C:10]([C:24]([OH:26])=[O:25])=[N:9][C:8]=2[CH3:28])=[O:3]. (3) Given the reactants [C:1]([C:3]1[CH:12]=[CH:11][C:6]([C:7]([O:9]C)=[O:8])=[C:5]([O:13][CH3:14])[CH:4]=1)#[N:2].O.O[Li].O, predict the reaction product. The product is: [C:1]([C:3]1[CH:12]=[CH:11][C:6]([C:7]([OH:9])=[O:8])=[C:5]([O:13][CH3:14])[CH:4]=1)#[N:2]. (4) Given the reactants O.[OH-].[Cs+].[NH2:4][CH2:5][CH2:6][CH2:7][CH2:8][CH2:9][CH2:10][CH2:11][NH:12][C:13]1[CH:28]=[CH:27][CH:26]=[C:25]2[C:14]=1[C:15](=[O:29])[C:16]1[C:24]3[C:23]2=[N:22][NH:21][C:20]=3[CH:19]=[CH:18][CH:17]=1.[CH2:30](Br)[C:31]1[CH:36]=[CH:35][CH:34]=[CH:33][CH:32]=1, predict the reaction product. The product is: [CH2:30]([N:21]1[C:20]2[CH:19]=[CH:18][CH:17]=[C:16]3[C:15](=[O:29])[C:14]4[C:25]([C:23]([C:24]=23)=[N:22]1)=[CH:26][CH:27]=[CH:28][C:13]=4[NH:12][CH2:11][CH2:10][CH2:9][CH2:8][CH2:7][CH2:6][CH2:5][NH2:4])[C:31]1[CH:36]=[CH:35][CH:34]=[CH:33][CH:32]=1. (5) Given the reactants [O:1]1[CH2:5][CH2:4][NH:3][C:2]1=[O:6].ClC(Cl)(O[C:11](=[O:17])[O:12][C:13](Cl)(Cl)Cl)Cl.C(N(CC)CC)C.[CH3:26][C:27]1[CH:34]=[C:31]([CH:32]=[O:33])C(O)=[CH:29][CH:28]=1.N1C=CC=CC=1, predict the reaction product. The product is: [O:6]=[C:2]1[N:3]([C:11]([O:12][C:13]2[CH:29]=[CH:28][C:27]([CH3:26])=[CH:34][C:31]=2[CH:32]=[O:33])=[O:17])[CH2:4][CH2:5][O:1]1. (6) Given the reactants [CH3:1][C:2]1[N:7]=[CH:6][C:5]([NH:8][C:9](=[O:20])[C:10]2[CH:15]=[CH:14][CH:13]=[C:12]([C:16]([F:19])([F:18])[F:17])[CH:11]=2)=[CH:4][C:3]=1[C:21]1[CH:26]=[CH:25][CH:24]=[C:23]([N+:27]([O-])=O)[CH:22]=1.C(O)(=O)C.C([O-])([O-])=O.[Na+].[Na+], predict the reaction product. The product is: [NH2:27][C:23]1[CH:22]=[C:21]([C:3]2[CH:4]=[C:5]([NH:8][C:9](=[O:20])[C:10]3[CH:15]=[CH:14][CH:13]=[C:12]([C:16]([F:19])([F:17])[F:18])[CH:11]=3)[CH:6]=[N:7][C:2]=2[CH3:1])[CH:26]=[CH:25][CH:24]=1. (7) Given the reactants [CH2:1]([N:6]1[C:10]([C:11]([NH:13][C:14]2[CH:18]=[C:17]([C:19]([NH:21][CH2:22][CH2:23][CH2:24][N:25]3[CH2:30][CH2:29][N:28]([CH3:31])[CH2:27][CH2:26]3)=[O:20])[N:16]([CH3:32])[CH:15]=2)=[O:12])=[CH:9][C:8]([NH:33][C:34]([C:36]2[N:37]([CH3:44])[CH:38]=[C:39]([N+:41]([O-])=O)[CH:40]=2)=[O:35])=[CH:7]1)[CH2:2][CH:3]([CH3:5])[CH3:4].[CH2:45]([OH:47])C, predict the reaction product. The product is: [CH:45]([NH:41][C:39]1[CH:40]=[C:36]([C:34]([NH:33][C:8]2[CH:9]=[C:10]([C:11]([NH:13][C:14]3[CH:18]=[C:17]([C:19]([NH:21][CH2:22][CH2:23][CH2:24][N:25]4[CH2:26][CH2:27][N:28]([CH3:31])[CH2:29][CH2:30]4)=[O:20])[N:16]([CH3:32])[CH:15]=3)=[O:12])[N:6]([CH2:1][CH2:2][CH:3]([CH3:4])[CH3:5])[CH:7]=2)=[O:35])[N:37]([CH3:44])[CH:38]=1)=[O:47]. (8) Given the reactants [CH3:1][N:2]([CH3:36])[CH2:3][CH2:4][N:5](C)[C:6]([C:8]1[CH:13]=[CH:12][C:11]([C:14]2[CH:19]=[C:18]([Cl:20])[C:17]([CH2:21][CH:22]3[CH2:26][CH2:25][N:24]([CH:27]4[CH2:32][CH2:31][CH2:30][CH2:29][CH2:28]4)[C:23]3=[O:33])=[C:16]([Cl:34])[CH:15]=2)=[CH:10][CH:9]=1)=[O:7].ClC1C=C(C=CC=1)C(OO)=[O:42], predict the reaction product. The product is: [CH3:1][N:2]([CH3:36])[CH2:3][CH2:4][NH+:5]([O-:42])[C:6]([C:8]1[CH:13]=[CH:12][C:11]([C:14]2[CH:19]=[C:18]([Cl:20])[C:17]([CH2:21][CH:22]3[CH2:26][CH2:25][N:24]([CH:27]4[CH2:32][CH2:31][CH2:30][CH2:29][CH2:28]4)[C:23]3=[O:33])=[C:16]([Cl:34])[CH:15]=2)=[CH:10][CH:9]=1)=[O:7]. (9) Given the reactants FC(F)(F)C(O)=O.[NH2:8][CH2:9][CH2:10][CH2:11][O:12][C:13]1[CH:18]=[CH:17][C:16]([CH2:19][OH:20])=[CH:15][CH:14]=1.C(=O)([O-])[O-].[K+].[K+].Cl[C:28]1[C:36]2[C:32](=[N:33][O:34][N:35]=2)[C:31]([N+:37]([O-:39])=[O:38])=[CH:30][CH:29]=1, predict the reaction product. The product is: [N+:37]([C:31]1[C:32]2=[N:33][O:34][N:35]=[C:36]2[C:28]([NH:8][CH2:9][CH2:10][CH2:11][O:12][C:13]2[CH:18]=[CH:17][C:16]([CH2:19][OH:20])=[CH:15][CH:14]=2)=[CH:29][CH:30]=1)([O-:39])=[O:38]. (10) Given the reactants C([O:8][C:9]1[CH:14]=[CH:13][C:12]([CH:15]([O:19][CH3:20])[C:16]([OH:18])=[O:17])=[CH:11][CH:10]=1)C1C=CC=CC=1, predict the reaction product. The product is: [OH:8][C:9]1[CH:10]=[CH:11][C:12]([CH:15]([O:19][CH3:20])[C:16]([OH:18])=[O:17])=[CH:13][CH:14]=1.